This data is from Forward reaction prediction with 1.9M reactions from USPTO patents (1976-2016). The task is: Predict the product of the given reaction. (1) Given the reactants [CH3:1][N:2]1[CH2:11][CH2:10][C:9]2C(=CC=CC=2)[CH:3]1[C:12]([OH:14])=[O:13].CN1CCC1C(O)=O.C(N1CCC1C(O)=O)(C)C.C(NC(=O)[C@@H]1CCCN1)(C)(C)C.CN(C)[C@H](C(O)=O)COC.CN(C)[C@H](C(O)=O)[C@@H](C)OC.CN1C(C(O)=O)CC2C(=CC=CC=2)C1.C1C2C(=CC=CC=2)CC(C(O)=O)N1, predict the reaction product. The product is: [CH3:1][N:2]1[CH2:11][CH2:10][CH2:9][CH:3]1[C:12]([OH:14])=[O:13]. (2) Given the reactants CCOC([C:6]([C:10]1[CH:11]=[CH:12][C:13]([O:27][CH3:28])=[C:14]([CH2:16][C:17]([O:19]CC2C=CC=CC=2)=[O:18])[CH:15]=1)=[CH:7][CH2:8][CH3:9])=O.[O:29]1[CH2:33]C[CH2:31][CH2:30]1.C([OH:36])C, predict the reaction product. The product is: [CH3:31][CH2:30][O:29][C:33]([CH2:9][CH2:8][CH2:7][CH2:6][C:10]1[CH:11]=[CH:12][C:13]([O:27][CH3:28])=[C:14]([CH2:16][C:17]([OH:19])=[O:18])[CH:15]=1)=[O:36]. (3) Given the reactants C([N:4]1[CH2:8][CH:7]([C:9]2[CH:13]=[CH:12][S:11][CH:10]=2)[CH:6]([CH2:14][OH:15])[CH2:5]1)C=C.CC#N, predict the reaction product. The product is: [OH:15][CH2:14][CH:6]1[CH:7]([C:9]2[CH:13]=[CH:12][S:11][CH:10]=2)[CH2:8][NH:4][CH2:5]1. (4) Given the reactants [CH3:1][C:2]1[CH:7]=[CH:6][C:5]([OH:8])=[C:4]([CH:9]2[CH2:14][C:13]([CH3:16])([CH3:15])[CH2:12][C:11]([CH3:18])([CH3:17])[CH2:10]2)[CH:3]=1.C(N(CC)CC)C.[F:26][C:27]([F:40])([F:39])[S:28](O[S:28]([C:27]([F:40])([F:39])[F:26])(=[O:30])=[O:29])(=[O:30])=[O:29].C(OCC)(=O)C, predict the reaction product. The product is: [CH3:1][C:2]1[CH:7]=[CH:6][C:5]([O:8][S:28]([C:27]([F:40])([F:39])[F:26])(=[O:30])=[O:29])=[C:4]([CH:9]2[CH2:14][C:13]([CH3:16])([CH3:15])[CH2:12][C:11]([CH3:18])([CH3:17])[CH2:10]2)[CH:3]=1.